Dataset: Forward reaction prediction with 1.9M reactions from USPTO patents (1976-2016). Task: Predict the product of the given reaction. (1) Given the reactants [NH:1]1[C:8](=O)N[C:5](=[O:6])[NH:4][C:2]1=[O:3].[CH2:10]1C(N2C(NC3C=C4C=CC5C=CC=C6C=CC(=C4C=56)C=3)=NC3C(N)=NC=NC2=3)O[C@H](CO)[C@H:11]1O, predict the reaction product. The product is: [NH:1]1[CH:8]=[C:10]([CH3:11])[C:5](=[O:6])[NH:4][C:2]1=[O:3]. (2) Given the reactants [CH2:1]([O:8][C:9]([N:11]1[CH2:16][CH2:15][NH:14][CH2:13][CH2:12]1)=[O:10])[C:2]1[CH:7]=[CH:6][CH:5]=[CH:4][CH:3]=1.Cl[CH:18]([C:22](=[O:24])[CH3:23])[C:19](=[O:21])[CH3:20].O, predict the reaction product. The product is: [C:19]([CH:18]([N:14]1[CH2:15][CH2:16][N:11]([C:9]([O:8][CH2:1][C:2]2[CH:7]=[CH:6][CH:5]=[CH:4][CH:3]=2)=[O:10])[CH2:12][CH2:13]1)[C:22](=[O:24])[CH3:23])(=[O:21])[CH3:20]. (3) Given the reactants [CH2:1]([O:3][C:4](=[O:35])[CH2:5][C:6]1[CH:11]=[CH:10][C:9]([O:12][CH3:13])=[C:8]([C:14]2[C:23]([CH2:24][N:25](C(OC(C)(C)C)=O)[CH2:26][CH3:27])=[CH:22][C:21]3[C:16](=[CH:17][CH:18]=[CH:19][CH:20]=3)[N:15]=2)[CH:7]=1)[CH3:2].[ClH:36], predict the reaction product. The product is: [ClH:36].[ClH:36].[CH2:1]([O:3][C:4](=[O:35])[CH2:5][C:6]1[CH:11]=[CH:10][C:9]([O:12][CH3:13])=[C:8]([C:14]2[C:23]([CH2:24][NH:25][CH2:26][CH3:27])=[CH:22][C:21]3[C:16](=[CH:17][CH:18]=[CH:19][CH:20]=3)[N:15]=2)[CH:7]=1)[CH3:2]. (4) The product is: [CH2:17]([O:24][C:25]([N:27]1[CH2:32][CH2:31][CH:30]([CH:33]2[C:6]3[C:1](=[CH:2][CH:3]=[CH:4][CH:5]=3)[NH:7][CH2:10]2)[CH2:29][CH2:28]1)=[O:26])[C:18]1[CH:23]=[CH:22][CH:21]=[CH:20][CH:19]=1. Given the reactants [C:1]1([NH:7]N)[CH:6]=[CH:5][CH:4]=[CH:3][CH:2]=1.F[C:10](CC(O)=O)(F)F.[CH2:17]([O:24][C:25]([N:27]1[CH2:32][CH2:31][CH:30]([CH:33]=O)[CH2:29][CH2:28]1)=[O:26])[C:18]1[CH:23]=[CH:22][CH:21]=[CH:20][CH:19]=1.[BH4-].[Na+], predict the reaction product. (5) The product is: [NH2:8][C:4]1[N:5]=[CH:6][N:7]=[C:2]([NH:15][C@H:16]([C:19]2[N:28]([CH:29]3[CH2:30][CH2:31]3)[C:27](=[O:32])[C:26]3[C:21](=[CH:22][CH:23]=[CH:24][C:25]=3[Cl:33])[N:20]=2)[CH2:17][CH3:18])[C:3]=1[C:9]1[O:10][CH2:11][C@H:12]([CH3:14])[N:13]=1. Given the reactants Cl[C:2]1[N:7]=[CH:6][N:5]=[C:4]([NH2:8])[C:3]=1[C:9]1[O:10][CH2:11][C@H:12]([CH3:14])[N:13]=1.[NH2:15][C@H:16]([C:19]1[N:28]([CH:29]2[CH2:31][CH2:30]2)[C:27](=[O:32])[C:26]2[C:21](=[CH:22][CH:23]=[CH:24][C:25]=2[Cl:33])[N:20]=1)[CH2:17][CH3:18].CCN(C(C)C)C(C)C, predict the reaction product. (6) Given the reactants [CH2:1]([O:3][C:4]([C:6]1[O:7][C:8]2[CH:15]=[CH:14][CH:13]=[C:12](OS(C(F)(F)F)(=O)=O)[C:9]=2[C:10]=1[CH3:11])=[O:5])[CH3:2].[CH2:24]([Sn](CCCC)(CCCC)C#CC)[CH2:25][CH2:26]C.C(OCC)(=O)C.CCCCCC, predict the reaction product. The product is: [CH2:1]([O:3][C:4]([C:6]1[O:7][C:8]2[CH:15]=[CH:14][CH:13]=[C:12]([C:24]#[C:25][CH3:26])[C:9]=2[C:10]=1[CH3:11])=[O:5])[CH3:2]. (7) Given the reactants [N:1]1[CH:2]=[C:3]([NH2:10])[N:4]2[C:9]=1[CH:8]=[CH:7][CH:6]=[N:5]2.N1C=CC=CC=1.Cl[C:18]([O:20][C:21]1[CH:26]=[CH:25][CH:24]=[CH:23][CH:22]=1)=[O:19], predict the reaction product. The product is: [C:21]1([O:20][C:18](=[O:19])[NH:10][C:3]2[N:4]3[N:5]=[CH:6][CH:7]=[CH:8][C:9]3=[N:1][CH:2]=2)[CH:26]=[CH:25][CH:24]=[CH:23][CH:22]=1. (8) Given the reactants [Br:1][C:2]1[C:3]([OH:12])=[C:4]([O:10][CH3:11])[CH:5]=[C:6]([CH:9]=1)[CH:7]=[O:8].[OH-].[Na+].[BH4-].[Na+].Cl, predict the reaction product. The product is: [Br:1][C:2]1[CH:9]=[C:6]([CH2:7][OH:8])[CH:5]=[C:4]([O:10][CH3:11])[C:3]=1[OH:12]. (9) Given the reactants [Br:1][C:2]1[CH:3]=[C:4]([C@@:9]2([CH3:28])[N:17]=[C:16]([NH:18][C:19](=[O:25])[O:20][C:21]([CH3:24])([CH3:23])[CH3:22])[C:12]3([CH2:15][CH2:14][CH2:13]3)[S:11](=[O:27])(=[O:26])[CH2:10]2)[C:5]([F:8])=[N:6][CH:7]=1.C[Si]([N-][Si](C)(C)C)(C)C.[K+].[CH2:39](Br)[CH:40]=[CH2:41], predict the reaction product. The product is: [CH2:41]([C@@H:10]1[C@:9]([C:4]2[C:5]([F:8])=[N:6][CH:7]=[C:2]([Br:1])[CH:3]=2)([CH3:28])[N:17]=[C:16]([NH:18][C:19](=[O:25])[O:20][C:21]([CH3:22])([CH3:23])[CH3:24])[C:12]2([CH2:13][CH2:14][CH2:15]2)[S:11]1(=[O:27])=[O:26])[CH:40]=[CH2:39]. (10) Given the reactants [F:1][C:2]([F:13])([F:12])[C:3]1[CH:4]=[C:5](B(O)O)[CH:6]=[CH:7][CH:8]=1.Cl[C:15]1[CH:24]=[N:23][C:18]2[O:19][CH2:20][CH2:21][NH:22][C:17]=2[N:16]=1.C([O-])([O-])=O.[K+].[K+], predict the reaction product. The product is: [F:1][C:2]([F:13])([F:12])[C:3]1[CH:4]=[C:5]([C:15]2[CH:24]=[N:23][C:18]3[O:19][CH2:20][CH2:21][NH:22][C:17]=3[N:16]=2)[CH:6]=[CH:7][CH:8]=1.